From a dataset of Experimental lipophilicity measurements (octanol/water distribution) for 4,200 compounds from AstraZeneca. Regression/Classification. Given a drug SMILES string, predict its absorption, distribution, metabolism, or excretion properties. Task type varies by dataset: regression for continuous measurements (e.g., permeability, clearance, half-life) or binary classification for categorical outcomes (e.g., BBB penetration, CYP inhibition). For this dataset (lipophilicity_astrazeneca), we predict Y. (1) The compound is OB1c2ccccc2N=C(S)N1c1cccnc1. The Y is -0.620 logD. (2) The molecule is CCn1cc(C(=O)O)c(=O)c2ccc(C)nc21. The Y is -0.100 logD. (3) The molecule is CS(=O)(=O)N1CCOc2cc(COc3ccccc3)cnc21. The Y is 2.40 logD. (4) The drug is CSc1ccc(C(=O)C(C)(C)N2CCOCC2)cc1. The Y is 3.49 logD. (5) The molecule is O=C(CSc1ccncc1)Nc1ccc(C(=O)c2ccccc2)cc1. The Y is 3.60 logD. (6) The compound is Cc1nc(NC(=N)N)nc2ccccc12. The Y is -0.490 logD. (7) The drug is CNC(=O)Nc1cc(-c2ccccc2)sc1C(N)=O. The Y is 2.71 logD. (8) The compound is N#Cc1ccc2c(c1)N(CCN1CCC(NCc3ccc4c(n3)NC(=O)CO4)CC1)C(=O)CO2. The Y is 0.230 logD.